This data is from Peptide-MHC class I binding affinity with 185,985 pairs from IEDB/IMGT. The task is: Regression. Given a peptide amino acid sequence and an MHC pseudo amino acid sequence, predict their binding affinity value. This is MHC class I binding data. The peptide sequence is SPVMGVIGF. The MHC is HLA-A80:01 with pseudo-sequence HLA-A80:01. The binding affinity (normalized) is 0.0847.